This data is from Experimentally validated miRNA-target interactions with 360,000+ pairs, plus equal number of negative samples. The task is: Binary Classification. Given a miRNA mature sequence and a target amino acid sequence, predict their likelihood of interaction. (1) The miRNA is mmu-miR-106a-5p with sequence CAAAGUGCUAACAGUGCAGGUAG. The protein sequence of the target gene is MIQNVGNHLRRGLASVFSNRTSRKSALRAGNDSAMADGEGYRNPTEVQMSQLVLPCHTNQRGELSVGQLLKWIDTTACLSAERHAGCPCVTASMDDIYFEHTISVGQVVNIKAKVNRAFNSSMEVGIQVASEDLCSEKQWNVCKALATFVARREITKVKLKQITPRTEEEKMEHSVAAERRRMRLVYADTIKDLLANCAIQGDLESRDCSRMVPAEKTRVESVELVLPPHANHQGNTFGGQIMAWMENVATIAASRLCRAHPTLKAIEMFHFRGPSQVGDRLVLKAIVNNAFKHSMEVGV.... Result: 0 (no interaction). (2) The miRNA is hsa-miR-499b-5p with sequence ACAGACUUGCUGUGAUGUUCA. The protein sequence of the target gene is MEDGVAGPRLGEVAEAVEARAPRRVTLRPFAPFSAAAEGDGGGGGDWSFIDCEMEEVDLQDLPSATIACHLDPRVFVDGLCRAKFESLFRTYDKDTTFQYFKSFKRVRINFSNPLSAADARLRLHKTEFLGKEMKLYFAQTLHIGSSHLAPPNPDKQFLISPPASPPVGWKQVEDATPVINYDLLYAISKLGPGEKYELHAATDTTPSVVVHVCESDQENEEEEEEMERMKRPKPKIIQTRRPEYTPIHLS. Result: 0 (no interaction). (3) The protein sequence of the target gene is MQGPPRSLRAGLSLDDFIPGHLQSHIGSSSRGTRVPVIRNGGSNTLNFQFHDPAPRTVCNGGYTPRRDASQHPDPAWYQTWPGPGSKPSASTKIPASQHTQNWSATWTKDSKRRDKRWVKYEGIGPVDESGMPIAPRSSVDRPRDWYRRMFQQIHRKMPDLQLDWTFEEPPRDPRHLGAQQRPAHRPGPATSSSGRSWDHSEELPRSTFNYRPGAFSTVLQPSNQVLRRREKVDNVWTEESWNQFLQELETGQRPKKPLVDDPGEKPSQPIEVLLERELAELSAELDKDLRAIETRLPSP.... Result: 1 (interaction). The miRNA is hsa-miR-877-5p with sequence GUAGAGGAGAUGGCGCAGGG. (4) The miRNA is hsa-miR-1296-3p with sequence GAGUGGGGCUUCGACCCUAACC. The protein sequence of the target gene is MGVLMSKRQTVEQVQKVSLAVSAFKDGLRDRPSIRRTGELPGSRRGTVEGSVQEVQEEKEAEAGTSVVQEESSAGRAAWERLRDGRGVEPEEFDRTSRFTPPAFIRPTRKLDDDKPPEICLEPREPVVNDEMCDVCEVWTAESLFPCRVCTRVFHDGCLRRMGYIQGDSAAEVTEMAHTETGWSCHYCDNINLLLTEEEMYSLTETFQRCKVIPDCSLTLEDFLRYRHQAAKRGDRDRALSEEQEEQAARQFAALDPEHRGHIEWPDFLSHESLLLLQQLRPQNSLLRLLTVKERERARA.... Result: 0 (no interaction). (5) The miRNA is hsa-miR-4644 with sequence UGGAGAGAGAAAAGAGACAGAAG. The protein sequence of the target gene is MAAVAVLRAFGASGPMCLRRGPWAQLPARFCSRDPAGAGRRESEPRPTSARQLDGIRNIVLSNPKKRNALSLAMLKSLQSDILHDADSNDLKVIIISAEGPVFSSGHDLKELTEEQGRDYHAEVFQTCSKVMMHIRNHPVPVIAMVNGLAAAAGCQLVASCDIAVASDKSSFATPGVNVGLFCSTPGVALARAVPRKVALEMLFTGEPISAQEALLHGLLSKVVPEAELQEETMRIARKIASLSRPVVSLGKATFYKQLPQDLGTAYYLTSQAMVDNLALRDGQEGITAFLQKRKPVWSH.... Result: 0 (no interaction).